This data is from Reaction yield outcomes from USPTO patents with 853,638 reactions. The task is: Predict the reaction yield, written as a fraction of the theoretical maximum amount of product (1.0 means a 100% yield; for example, 0.34 means a 34% yield). (1) The product is [CH:21]([C:13]1[CH:14]=[CH:15][CH:16]=[C:17]([CH:18]([CH3:20])[CH3:19])[C:12]=1/[N:11]=[C:9](/[C:4]1[CH:5]=[C:6]([CH3:8])[CH:7]=[C:2]([C:31]2[CH:36]=[CH:35][CH:34]=[CH:33][C:32]=2[O:37][CH3:38])[C:3]=1[OH:24])\[CH3:10])([CH3:23])[CH3:22]. The reactants are Br[C:2]1[CH:7]=[C:6]([CH3:8])[CH:5]=[C:4](/[C:9](=[N:11]/[C:12]2[C:17]([CH:18]([CH3:20])[CH3:19])=[CH:16][CH:15]=[CH:14][C:13]=2[CH:21]([CH3:23])[CH3:22])/[CH3:10])[C:3]=1[OH:24].[Li]CCCC.Br[C:31]1[CH:36]=[CH:35][CH:34]=[CH:33][C:32]=1[O:37][CH3:38].O. The yield is 0.300. The catalyst is C1COCC1.[Cl-].[Cl-].[Zn+2].CC(C)([P](C(C)(C)C)([Pd][P](C(C)(C)C)(C(C)(C)C)C(C)(C)C)C(C)(C)C)C. (2) The reactants are [Cl:1][C:2]1[CH:7]=[CH:6][C:5]([C@H:8]2[C@@H:12]([C:13]3[CH:18]=[CH:17][C:16]([Cl:19])=[CH:15][CH:14]=3)[NH:11][C:10]([C:20]3[CH:25]=[CH:24][C:23]([O:26][CH3:27])=[CH:22][C:21]=3[O:28][CH:29]([CH3:31])[CH3:30])=[N:9]2)=[CH:4][CH:3]=1.C(N(CC)CC)C.[C:39](Cl)([Cl:41])=[O:40]. The catalyst is C(Cl)Cl. The product is [Cl:1][C:2]1[CH:3]=[CH:4][C:5]([CH:8]2[CH:12]([C:13]3[CH:14]=[CH:15][C:16]([Cl:19])=[CH:17][CH:18]=3)[N:11]([C:39]([Cl:41])=[O:40])[C:10]([C:20]3[CH:25]=[CH:24][C:23]([O:26][CH3:27])=[CH:22][C:21]=3[O:28][CH:29]([CH3:31])[CH3:30])=[N:9]2)=[CH:6][CH:7]=1. The yield is 0.760. (3) The reactants are CON(C)[C:4](=[O:21])[C:5]1[CH:10]=[CH:9][C:8]([C:11]2[CH:16]=[CH:15][C:14]([C:17]([F:20])([F:19])[F:18])=[CH:13][CH:12]=2)=[N:7][CH:6]=1.[F:23][C:24]([F:31])([F:30])[CH:25]([Mg]Br)[CH2:26]C. The catalyst is O1CCCC1. The product is [F:23][C:24]([F:31])([F:30])[CH2:25][CH2:26][C:4]([C:5]1[CH:6]=[N:7][C:8]([C:11]2[CH:16]=[CH:15][C:14]([C:17]([F:20])([F:19])[F:18])=[CH:13][CH:12]=2)=[CH:9][CH:10]=1)=[O:21]. The yield is 0.800. (4) The reactants are [CH3:1][O:2][C:3](=[O:30])[CH2:4][C:5]1[CH:10]=[CH:9][C:8]([C:11]#[C:12][C:13]2[CH:18]=[C:17]([C:19]([CH3:22])([CH3:21])[CH3:20])[C:16]([O:23][CH:24]([CH3:26])[CH3:25])=[C:15]([CH:27]=[O:28])[C:14]=2[CH3:29])=[CH:7][CH:6]=1.[BH4-].[Na+]. The catalyst is CO. The product is [CH3:1][O:2][C:3](=[O:30])[CH2:4][C:5]1[CH:6]=[CH:7][C:8]([C:11]#[C:12][C:13]2[CH:18]=[C:17]([C:19]([CH3:22])([CH3:21])[CH3:20])[C:16]([O:23][CH:24]([CH3:26])[CH3:25])=[C:15]([CH2:27][OH:28])[C:14]=2[CH3:29])=[CH:9][CH:10]=1. The yield is 0.880. (5) The catalyst is Cl[Pd](Cl)([P](C1C=CC=CC=1)(C1C=CC=CC=1)C1C=CC=CC=1)[P](C1C=CC=CC=1)(C1C=CC=CC=1)C1C=CC=CC=1.O. The yield is 0.620. The reactants are Br[C:2]1[CH:3]=[N:4][C:5](Cl)=[N:6][CH:7]=1.[CH:9]1[C:17]2[C:16]3[CH:18]=[CH:19][CH:20]=[CH:21][C:15]=3[S:14][C:13]=2[C:12]([C:22]2[CH:23]=[C:24](B(O)O)[CH:25]=[CH:26][CH:27]=2)=[CH:11][CH:10]=1.C(=O)([O-])[O-].[Na+].[Na+].CN1[CH2:43][CH2:42][CH2:41]N(C)C1=O. The product is [CH:9]1[C:17]2[C:16]3[CH:18]=[CH:19][CH:20]=[CH:21][C:15]=3[S:14][C:13]=2[C:12]([C:22]2[CH:23]=[C:24]([C:5]3[N:4]=[CH:3][C:2]([C:42]4[CH:43]=[CH:26][CH:27]=[C:22]([C:12]5[C:13]6[S:14][C:15]7[CH:21]=[CH:20][CH:19]=[CH:18][C:16]=7[C:17]=6[CH:9]=[CH:10][CH:11]=5)[CH:41]=4)=[CH:7][N:6]=3)[CH:25]=[CH:26][CH:27]=2)=[CH:11][CH:10]=1.